Task: Predict which catalyst facilitates the given reaction.. Dataset: Catalyst prediction with 721,799 reactions and 888 catalyst types from USPTO (1) Reactant: [C:1]([NH:9][CH2:10][C@H:11]1[N:16](CC2C=CC=CC=2)[CH2:15][CH2:14][N:13]([C:24]([O:26][C:27]([CH3:30])([CH3:29])[CH3:28])=[O:25])[CH2:12]1)(=[O:8])[C:2]1[CH:7]=[CH:6][CH:5]=[CH:4][CH:3]=1.[H][H]. Product: [C:1]([NH:9][CH2:10][C@H:11]1[NH:16][CH2:15][CH2:14][N:13]([C:24]([O:26][C:27]([CH3:30])([CH3:29])[CH3:28])=[O:25])[CH2:12]1)(=[O:8])[C:2]1[CH:3]=[CH:4][CH:5]=[CH:6][CH:7]=1. The catalyst class is: 5. (2) Reactant: C(=O)([O-])[O-].[K+].[K+].Cl[C:8]1[CH:13]=[C:12]([Cl:14])[N:11]=[CH:10][N:9]=1.[CH3:15][C:16]1[NH:17][C:18]2[CH:24]=[C:23]([OH:25])[CH:22]=[C:21]([CH3:26])[C:19]=2[N:20]=1. Product: [Cl:14][C:12]1[N:11]=[CH:10][N:9]=[C:8]([O:25][C:23]2[CH:22]=[C:21]([CH3:26])[C:19]3[N:20]=[C:16]([CH3:15])[NH:17][C:18]=3[CH:24]=2)[CH:13]=1. The catalyst class is: 3. (3) Reactant: C([O:3][C:4]([C:6]1[C:7]([OH:29])([C:23]2[CH:28]=[CH:27][CH:26]=[CH:25][CH:24]=2)[C:8]2[C:13]([C:14]=1[C:15]1[CH:20]=[CH:19][CH:18]=[CH:17][CH:16]=1)=[CH:12][CH:11]=[C:10]([O:21][CH3:22])[CH:9]=2)=[O:5])C.[OH-].[Na+]. Product: [OH:29][C:7]1([C:23]2[CH:28]=[CH:27][CH:26]=[CH:25][CH:24]=2)[C:8]2[C:13](=[CH:12][CH:11]=[C:10]([O:21][CH3:22])[CH:9]=2)[C:14]([C:15]2[CH:20]=[CH:19][CH:18]=[CH:17][CH:16]=2)=[C:6]1[C:4]([OH:5])=[O:3]. The catalyst class is: 219. (4) Reactant: [O:1]=[C:2]([N:28]1[CH2:32][CH2:31][CH2:30][CH2:29]1)[C@@H:3]([NH:6][CH2:7][C:8]1[CH:13]=[CH:12][N:11]=[C:10]2[N:14](C(OC(C)(C)C)=O)[CH:15]=[C:16]([C:17]([O:19]C)=[O:18])[C:9]=12)[CH2:4][CH3:5].CO.[OH-].[Na+]. Product: [O:1]=[C:2]([N:28]1[CH2:29][CH2:30][CH2:31][CH2:32]1)[C@@H:3]([NH:6][CH2:7][C:8]1[CH:13]=[CH:12][N:11]=[C:10]2[NH:14][CH:15]=[C:16]([C:17]([OH:19])=[O:18])[C:9]=12)[CH2:4][CH3:5]. The catalyst class is: 1. (5) Reactant: [Cl:1][C:2]1[C:3]([F:15])=[C:4]([NH:8][CH2:9][C:10]2[NH:11][CH:12]=[N:13][CH:14]=2)[CH:5]=[CH:6][CH:7]=1.[CH:16](=O)[CH3:17].C([BH3-])#N.[Na+]. Product: [Cl:1][C:2]1[C:3]([F:15])=[C:4]([N:8]([CH2:16][CH3:17])[CH2:9][C:10]2[NH:11][CH:12]=[N:13][CH:14]=2)[CH:5]=[CH:6][CH:7]=1. The catalyst class is: 466. (6) Reactant: [C:1]([C:5]1[CH:10]=[CH:9][C:8]([CH2:11][C:12]([NH:14][C@@H:15]([C:28]2[N:29]=[N:30][N:31](CC3C=CC(OC)=CC=3)[CH:32]=2)[C:16]2[CH:21]=[CH:20][C:19]([O:22][CH2:23][C:24]([F:27])([F:26])[F:25])=[CH:18][N:17]=2)=[O:13])=[CH:7][CH:6]=1)([CH3:4])([CH3:3])[CH3:2]. Product: [C:1]([C:5]1[CH:6]=[CH:7][C:8]([CH2:11][C:12]([NH:14][C@@H:15]([C:28]2[N:29]=[N:30][NH:31][CH:32]=2)[C:16]2[CH:21]=[CH:20][C:19]([O:22][CH2:23][C:24]([F:27])([F:25])[F:26])=[CH:18][N:17]=2)=[O:13])=[CH:9][CH:10]=1)([CH3:4])([CH3:2])[CH3:3]. The catalyst class is: 67.